This data is from hERG potassium channel inhibition data for cardiac toxicity prediction from Karim et al.. The task is: Regression/Classification. Given a drug SMILES string, predict its toxicity properties. Task type varies by dataset: regression for continuous values (e.g., LD50, hERG inhibition percentage) or binary classification for toxic/non-toxic outcomes (e.g., AMES mutagenicity, cardiotoxicity, hepatotoxicity). Dataset: herg_karim. (1) The compound is CN1CCN(Cc2ccc3c(c2)Cc2c-3n[nH]c2-c2csc(C#CCNC(=O)c3ccccc3)c2)CC1. The result is 1 (blocker). (2) The compound is Cc1ccc(-n2c(-c3ncccc3Cl)nc(CN[C@H]3CC[C@@H](F)C3)c2C(C)C)cn1. The result is 0 (non-blocker). (3) The molecule is Cc1nc2c3c(nc(Cc4ccccc4)n2n1)CCNCC3. The result is 0 (non-blocker). (4) The compound is CCOc1cc2c(c(F)c1OCC)C(=N)N(CC(=O)c1cc(N3CCOCC3)c(OC)c(C(C)(C)C)c1)C2. The result is 0 (non-blocker). (5) The molecule is Cc1noc(C2CCN(C(=O)NC3CC3c3ccccc3)CC2)n1. The result is 0 (non-blocker). (6) The drug is CCNC1(C(N)=O)CCN(c2ncnc3c2nc(-c2ccccc2Cl)n3-c2ccc(Cl)cc2)CC1. The result is 1 (blocker). (7) The result is 1 (blocker). The molecule is O=C1NCc2ccc(OCCCCN3CCN(c4cccc5cc(F)c(F)cc45)CC3)cc21. (8) The compound is Cc1cc(Cl)ccc1OC1CCN(C[C@H](O)CNC(=O)c2c[nH]c(=O)cc2C(F)(F)F)CC1. The result is 0 (non-blocker).